The task is: Predict which catalyst facilitates the given reaction.. This data is from Catalyst prediction with 721,799 reactions and 888 catalyst types from USPTO. Reactant: [CH:1]1[C:10]2[CH2:9][CH2:8][CH2:7]/[C:6](=[N:11]/O)/[C:5]=2[CH:4]=[CH:3][N:2]=1. Product: [CH:1]1[C:10]2[CH2:9][CH2:8][CH2:7][CH:6]([NH2:11])[C:5]=2[CH:4]=[CH:3][N:2]=1. The catalyst class is: 696.